Dataset: Reaction yield outcomes from USPTO patents with 853,638 reactions. Task: Predict the reaction yield, written as a fraction of the theoretical maximum amount of product (1.0 means a 100% yield; for example, 0.34 means a 34% yield). (1) The reactants are [Br:1][C:2]1[CH:7]=[CH:6][C:5]([N:8]2[C:12]3[C:13]([F:22])=[C:14]([F:21])[C:15]4[N:16]=[C:17]([CH3:20])[O:18][C:19]=4[C:11]=3[NH:10][C:9]2=[O:23])=[C:4]([F:24])[CH:3]=1.[CH:25]1([S:28](Cl)(=[O:30])=[O:29])[CH2:27][CH2:26]1.[H-].[Na+]. No catalyst specified. The product is [Br:1][C:2]1[CH:7]=[CH:6][C:5]([N:8]2[C:12]3[C:13]([F:22])=[C:14]([F:21])[C:15]4[N:16]=[C:17]([CH3:20])[O:18][C:19]=4[C:11]=3[N:10]([S:28]([CH:25]3[CH2:27][CH2:26]3)(=[O:30])=[O:29])[C:9]2=[O:23])=[C:4]([F:24])[CH:3]=1. The yield is 0.421. (2) The reactants are [F:1][C:2]([F:15])([F:14])[C:3]1[CH:4]=[N:5][C:6]2[C:7](=O)[NH:8][CH:9]=[CH:10][C:11]=2[CH:12]=1.C1(C)C=CC=CC=1.CCN(C(C)C)C(C)C.O=P(Cl)(Cl)[Cl:34]. The catalyst is O.CCOC(C)=O. The product is [Cl:34][C:7]1[N:8]=[CH:9][CH:10]=[C:11]2[C:6]=1[N:5]=[CH:4][C:3]([C:2]([F:15])([F:14])[F:1])=[CH:12]2. The yield is 0.960. (3) The reactants are [CH3:1][O:2][C:3](=[O:33])[NH:4][CH:5]([C:9]([N:11]1[CH2:15][CH:14]([O:16][CH2:17][CH2:18][O:19][CH3:20])[CH2:13][CH:12]1[C:21]1[NH:22][C:23]([C:26]2[CH:31]=[CH:30][C:29](Br)=[CH:28][CH:27]=2)=[CH:24][N:25]=1)=[O:10])[CH:6]([CH3:8])[CH3:7].B1(B2OC(C)(C)C(C)(C)O2)OC(C)(C)C(C)(C)O1.C([O-])(=O)C.[K+].[CH3:57][O:58][C:59](=[O:90])[NH:60][CH:61]([C:65]([N:67]1[CH:73]([C:74]2[NH:75][C:76]([C:79]3[CH:88]=[CH:87][C:86]4[C:81](=[CH:82][CH:83]=[C:84](Br)[CH:85]=4)[CH:80]=3)=[CH:77][N:78]=2)[CH2:72][C:69]2([CH2:71][CH2:70]2)[CH2:68]1)=[O:66])[CH:62]([CH3:64])[CH3:63]. The catalyst is O1CCOCC1.P([O-])([O-])([O-])=O.[K+].[K+].[K+].C1C=CC(P(C2C=CC=CC=2)[C-]2C=CC=C2)=CC=1.C1C=CC(P(C2C=CC=CC=2)[C-]2C=CC=C2)=CC=1.Cl[Pd]Cl.[Fe+2]. The product is [CH3:57][O:58][C:59](=[O:90])[NH:60][CH:61]([C:65]([N:67]1[CH:73]([C:74]2[NH:75][C:76]([C:79]3[CH:88]=[CH:87][C:86]4[C:81](=[CH:82][CH:83]=[C:84]([C:29]5[CH:28]=[CH:27][C:26]([C:23]6[NH:22][C:21]([CH:12]7[CH2:13][CH:14]([O:16][CH2:17][CH2:18][O:19][CH3:20])[CH2:15][N:11]7[C:9](=[O:10])[CH:5]([NH:4][C:3]([O:2][CH3:1])=[O:33])[CH:6]([CH3:8])[CH3:7])=[N:25][CH:24]=6)=[CH:31][CH:30]=5)[CH:85]=4)[CH:80]=3)=[CH:77][N:78]=2)[CH2:72][C:69]2([CH2:71][CH2:70]2)[CH2:68]1)=[O:66])[CH:62]([CH3:64])[CH3:63]. The yield is 0.410. (4) The reactants are [CH3:1][S:2][CH2:3][S:4]([C:7]1[CH:12]=[CH:11][CH:10]=[CH:9][CH:8]=1)(=[O:6])=[O:5].[H-].[Na+].Br[CH2:16][C@@:17]1([C:22]2[C:31]3[C:26](=[CH:27][CH:28]=[CH:29][CH:30]=3)[CH:25]=[CH:24][CH:23]=2)[CH2:19][CH:18]1[CH2:20]Br.C(OCC)(=O)C.CCCCCC. The catalyst is CN(C)C=O. The product is [C:7]1([S:4]([C:3]2([S:2][CH3:1])[CH2:20][C@H:18]3[C@:17]([C:22]4[C:31]5[C:26](=[CH:27][CH:28]=[CH:29][CH:30]=5)[CH:25]=[CH:24][CH:23]=4)([CH2:19]3)[CH2:16]2)(=[O:5])=[O:6])[CH:12]=[CH:11][CH:10]=[CH:9][CH:8]=1. The yield is 0.530.